This data is from Forward reaction prediction with 1.9M reactions from USPTO patents (1976-2016). The task is: Predict the product of the given reaction. Given the reactants [Cl:1][C:2]1[CH:9]=[CH:8][C:5]([CH2:6][NH2:7])=[CH:4][CH:3]=1.II.[C:12]([CH2:15][C:16](=[O:18])[CH3:17])(=[O:14])[CH3:13].C(OO)(C)(C)C.O, predict the reaction product. The product is: [Cl:1][C:2]1[CH:9]=[CH:8][C:5]([C:6]2[O:14][C:12]([CH3:13])=[C:15]([C:16](=[O:18])[CH3:17])[N:7]=2)=[CH:4][CH:3]=1.